Task: Regression/Classification. Given a drug SMILES string, predict its absorption, distribution, metabolism, or excretion properties. Task type varies by dataset: regression for continuous measurements (e.g., permeability, clearance, half-life) or binary classification for categorical outcomes (e.g., BBB penetration, CYP inhibition). For this dataset (solubility_aqsoldb), we predict Y.. Dataset: Aqueous solubility values for 9,982 compounds from the AqSolDB database (1) The molecule is Cc1ccc(C)c2ccccc12. The Y is -4.14 log mol/L. (2) The compound is CCCCC1C(=O)N(c2ccccc2)N(c2ccc(O)cc2)C1=O. The Y is -3.73 log mol/L.